This data is from Forward reaction prediction with 1.9M reactions from USPTO patents (1976-2016). The task is: Predict the product of the given reaction. (1) Given the reactants [C:1]([C:5]1[CH:10]=[C:9](Br)[CH:8]=[CH:7][C:6]=1[O:12][CH3:13])([CH3:4])([CH3:3])[CH3:2].[Li]CCCC.C([O:22][B:23](OC(C)C)[O:24]C(C)C)(C)C.Cl, predict the reaction product. The product is: [C:1]([C:5]1[CH:10]=[C:9]([B:23]([OH:24])[OH:22])[CH:8]=[CH:7][C:6]=1[O:12][CH3:13])([CH3:4])([CH3:3])[CH3:2]. (2) Given the reactants [CH3:1][S:2](Cl)(=[O:4])=[O:3].[F:6][CH:7]([F:40])[C:8]1[N:12]([C:13]2[N:21]=[C:20]3[C:16]([N:17]=[CH:18][N:19]3[CH:22]3[CH2:27][CH2:26][NH:25][CH2:24][CH2:23]3)=[C:15]([N:28]3[CH2:33][CH2:32][O:31][CH2:30][CH2:29]3)[N:14]=2)[C:11]2[CH:34]=[CH:35][CH:36]=[C:37]([O:38][CH3:39])[C:10]=2[N:9]=1.C([O-])([O-])=O.[K+].[K+].O, predict the reaction product. The product is: [F:40][CH:7]([F:6])[C:8]1[N:12]([C:13]2[N:21]=[C:20]3[C:16]([N:17]=[CH:18][N:19]3[CH:22]3[CH2:27][CH2:26][N:25]([S:2]([CH3:1])(=[O:4])=[O:3])[CH2:24][CH2:23]3)=[C:15]([N:28]3[CH2:29][CH2:30][O:31][CH2:32][CH2:33]3)[N:14]=2)[C:11]2[CH:34]=[CH:35][CH:36]=[C:37]([O:38][CH3:39])[C:10]=2[N:9]=1. (3) Given the reactants [CH3:1][C:2]1[C:3]2[CH2:16][CH2:15][N:14]([C:17]([O:19][C:20]([CH3:23])([CH3:22])[CH3:21])=[O:18])[CH2:13][CH2:12][C:4]=2[CH:5]=[C:6]2[C:11]=1[NH:10][CH2:9][CH2:8][CH2:7]2.Cl[C:25]([O:27][CH2:28][CH3:29])=[O:26], predict the reaction product. The product is: [CH3:1][C:2]1[C:3]2[CH2:16][CH2:15][N:14]([C:17]([O:19][C:20]([CH3:23])([CH3:22])[CH3:21])=[O:18])[CH2:13][CH2:12][C:4]=2[CH:5]=[C:6]2[C:11]=1[N:10]([C:25]([O:27][CH2:28][CH3:29])=[O:26])[CH2:9][CH2:8][CH2:7]2. (4) Given the reactants [CH2:1]([C@H:8]1[CH2:12][O:11][C:10](=[O:13])[N:9]1[C:14](=[O:21])[CH2:15][CH2:16][Si:17]([CH3:20])([CH3:19])[CH3:18])[C:2]1[CH:7]=[CH:6][CH:5]=[CH:4][CH:3]=1.C[Si]([N-][Si](C)(C)C)(C)C.[K+].C(C1C=C(C(C)C)C=C(C(C)C)C=1S([N:50]=[N+:51]=[N-:52])(=O)=O)(C)C.Cl, predict the reaction product. The product is: [CH2:1]([C@H:8]1[CH2:12][O:11][C:10](=[O:13])[N:9]1[C:14](=[O:21])[C@@H:15]([N:50]=[N+:51]=[N-:52])[CH2:16][Si:17]([CH3:19])([CH3:18])[CH3:20])[C:2]1[CH:7]=[CH:6][CH:5]=[CH:4][CH:3]=1. (5) Given the reactants [C:1](Cl)(=[O:3])[CH3:2].[F:5][C:6]1[CH:25]=[CH:24][C:9]([CH2:10][NH:11][CH2:12][CH2:13][CH2:14][CH2:15][NH:16][C:17](=[O:23])[O:18][C:19]([CH3:22])([CH3:21])[CH3:20])=[CH:8][CH:7]=1.N[C:27]1[CH:28]=C2C(=C[CH:35]=1)CN(C(NC1C=CC(C(=O)NCCC)=CC=1)=O)C2, predict the reaction product. The product is: [F:5][C:6]1[CH:7]=[CH:8][C:9]([CH2:10][N:11]([CH2:12][CH2:13][CH2:14][CH2:15][NH:16][C:17](=[O:23])[O:18][C:19]([CH3:21])([CH3:20])[CH3:22])[C:1](=[O:3])[CH2:2][CH:27]([CH3:28])[CH3:35])=[CH:24][CH:25]=1. (6) The product is: [F:1][C:2]1[CH:10]=[CH:9][CH:8]=[C:7]2[C:3]=1[C:4]([CH2:11][C:24]([CH3:26])([N+:21]([O-:23])=[O:22])[CH3:25])=[CH:5][NH:6]2. Given the reactants [F:1][C:2]1[CH:10]=[CH:9][CH:8]=[C:7]2[C:3]=1[C:4]([CH2:11]N(C)C)=[CH:5][NH:6]2.[OH-].[Na+].C(O)(=O)C.[N+:21]([CH:24]([CH3:26])[CH3:25])([O-:23])=[O:22], predict the reaction product. (7) Given the reactants C([N:8]1[CH2:13][CH2:12][N:11]([CH2:14][CH2:15][C:16]2([CH2:21][N:22]3[CH2:26][CH2:25][CH2:24][C:23]3=[O:27])[CH2:20][CH2:19][CH2:18][CH2:17]2)[CH2:10][CH2:9]1)C1C=CC=CC=1.[H][H], predict the reaction product. The product is: [N:11]1([CH2:14][CH2:15][C:16]2([CH2:21][N:22]3[CH2:26][CH2:25][CH2:24][C:23]3=[O:27])[CH2:17][CH2:18][CH2:19][CH2:20]2)[CH2:10][CH2:9][NH:8][CH2:13][CH2:12]1. (8) The product is: [CH3:16][O:17][CH2:18][O:9][C:8]1[C:3]([C:1]#[N:2])=[N:4][CH:5]=[CH:6][CH:7]=1. Given the reactants [C:1]([C:3]1[C:8]([OH:9])=[CH:7][CH:6]=[CH:5][N:4]=1)#[N:2].C(O[K])(C)(C)C.[CH3:16][O:17][CH2:18]Cl, predict the reaction product.